From a dataset of Peptide-MHC class I binding affinity with 185,985 pairs from IEDB/IMGT. Regression. Given a peptide amino acid sequence and an MHC pseudo amino acid sequence, predict their binding affinity value. This is MHC class I binding data. (1) The peptide sequence is GTDSGFAAY. The MHC is HLA-A69:01 with pseudo-sequence HLA-A69:01. The binding affinity (normalized) is 0.0847. (2) The peptide sequence is YIQYGVYIV. The MHC is Mamu-A70103 with pseudo-sequence Mamu-A70103. The binding affinity (normalized) is 0.285.